Dataset: Forward reaction prediction with 1.9M reactions from USPTO patents (1976-2016). Task: Predict the product of the given reaction. (1) Given the reactants [N+:1]([C:4]1[CH:12]=[CH:11][CH:10]=[C:9]2[C:5]=1[CH:6]=[CH:7][NH:8]2)([O-:3])=[O:2].C(N(CC)C(C)C)(C)C.[C:22]1([S:28](Cl)(=[O:30])=[O:29])[CH:27]=[CH:26][CH:25]=[CH:24][CH:23]=1.O, predict the reaction product. The product is: [C:22]1([S:28]([N:8]2[C:9]3[C:5](=[C:4]([N+:1]([O-:3])=[O:2])[CH:12]=[CH:11][CH:10]=3)[CH:6]=[CH:7]2)(=[O:30])=[O:29])[CH:27]=[CH:26][CH:25]=[CH:24][CH:23]=1. (2) Given the reactants [NH2:1][C:2]1[CH:7]=[CH:6][CH:5]=[CH:4][C:3]=1[OH:8].[Cl:9][CH2:10][CH2:11][C:12](Cl)=[O:13], predict the reaction product. The product is: [Cl:9][CH2:10][CH2:11][C:12]([NH:1][C:2]1[CH:7]=[CH:6][CH:5]=[CH:4][C:3]=1[OH:8])=[O:13]. (3) Given the reactants C(OC([NH:8][C:9]1[CH:14]=[CH:13][C:12]([CH2:15][CH2:16][C:17]2[N:18]=[C:19]([NH:33][C:34](=[O:38])[O:35][CH2:36][CH3:37])[S:20][C:21]=2[CH2:22][C:23]2[CH:28]=[CH:27][C:26]([S:29]([CH3:32])(=[O:31])=[O:30])=[CH:25][CH:24]=2)=[CH:11][CH:10]=1)=O)(C)(C)C.Cl, predict the reaction product. The product is: [NH2:8][C:9]1[CH:14]=[CH:13][C:12]([CH2:15][CH2:16][C:17]2[N:18]=[C:19]([NH:33][C:34](=[O:38])[O:35][CH2:36][CH3:37])[S:20][C:21]=2[CH2:22][C:23]2[CH:28]=[CH:27][C:26]([S:29]([CH3:32])(=[O:31])=[O:30])=[CH:25][CH:24]=2)=[CH:11][CH:10]=1. (4) Given the reactants [C:1]([CH:3]=[C:4]1[C:12]2[C:7](=[CH:8][C:9](C(O)=O)=[CH:10][CH:11]=2)[CH2:6][C:5]21[CH2:17][CH2:16]2)#[N:2].C([N:20]([CH2:23]C)CC)C.[C:25]([OH:29])([CH3:28])([CH3:27])[CH3:26].C1(P(N=[N+]=[N-])(C2C=CC=CC=2)=[O:37])C=CC=CC=1, predict the reaction product. The product is: [C:1]([CH:3]=[C:4]1[C:12]2[C:7](=[CH:8][C:9]([NH:20][C:23](=[O:37])[O:29][C:25]([CH3:28])([CH3:27])[CH3:26])=[CH:10][CH:11]=2)[CH2:6][C:5]21[CH2:17][CH2:16]2)#[N:2]. (5) Given the reactants [Br:1][C:2]1[CH:10]=[CH:9][C:5]([C:6]([OH:8])=O)=[CH:4][CH:3]=1.[CH:11]1[N:15]=[CH:14][N:13](C([N:13]2[CH:14]=[N:15][CH:11]=[CH:12]2)=O)[CH:12]=1.O, predict the reaction product. The product is: [Br:1][C:2]1[CH:3]=[CH:4][C:5]([C:6]([N:13]2[CH:12]=[CH:11][N:15]=[CH:14]2)=[O:8])=[CH:9][CH:10]=1. (6) Given the reactants C([O:5][C:6](=[O:18])[CH2:7][O:8][C:9]1[CH:14]=[CH:13][C:12]([Cl:15])=[CH:11][C:10]=1[C:16]#[CH:17])(C)(C)C.Br[C:20]1[CH:21]=[C:22]([S:26]([N:29]2[CH2:34][CH2:33][O:32][CH2:31][CH2:30]2)(=[O:28])=[O:27])[CH:23]=[N:24][CH:25]=1, predict the reaction product. The product is: [Cl:15][C:12]1[CH:13]=[CH:14][C:9]([O:8][CH2:7][C:6]([OH:5])=[O:18])=[C:10]([C:16]#[C:17][C:20]2[CH:25]=[N:24][CH:23]=[C:22]([S:26]([N:29]3[CH2:30][CH2:31][O:32][CH2:33][CH2:34]3)(=[O:28])=[O:27])[CH:21]=2)[CH:11]=1. (7) Given the reactants [CH:1]1([C:7]2[C:8]3[S:14][C:13]([C:15]([O:17][C:18]([CH3:21])([CH3:20])[CH3:19])=[O:16])=[CH:12][C:9]=3[NH:10][CH:11]=2)[CH2:6][CH2:5][CH2:4][CH2:3][CH2:2]1.[H-].[Na+].Br[CH2:25][C:26]([O:28][CH3:29])=[O:27], predict the reaction product. The product is: [CH:1]1([C:7]2[C:8]3[S:14][C:13]([C:15]([O:17][C:18]([CH3:21])([CH3:20])[CH3:19])=[O:16])=[CH:12][C:9]=3[N:10]([CH2:25][C:26]([O:28][CH3:29])=[O:27])[CH:11]=2)[CH2:2][CH2:3][CH2:4][CH2:5][CH2:6]1. (8) Given the reactants [Br:1][C:2]1[CH:7]=[CH:6][C:5]([I:8])=[CH:4][C:3]=1[C:9]([C:11]1[CH:16]=[CH:15][C:14]([CH2:17][CH3:18])=[CH:13][CH:12]=1)=O.C([SiH](CC)CC)C.B(F)(F)F, predict the reaction product. The product is: [Br:1][C:2]1[CH:7]=[CH:6][C:5]([I:8])=[CH:4][C:3]=1[CH2:9][C:11]1[CH:12]=[CH:13][C:14]([CH2:17][CH3:18])=[CH:15][CH:16]=1.